From a dataset of Catalyst prediction with 721,799 reactions and 888 catalyst types from USPTO. Predict which catalyst facilitates the given reaction. (1) Reactant: [C:1]([O:5][C:6]([N:8]1[CH2:12][C@@H:11]([F:13])[CH2:10][C@H:9]1[C:14](O)=[O:15])=[O:7])([CH3:4])([CH3:3])[CH3:2].B.O1CCCC1.C(=O)(O)[O-].[Na+]. Product: [F:13][C@@H:11]1[CH2:12][N:8]([C:6]([O:5][C:1]([CH3:2])([CH3:3])[CH3:4])=[O:7])[C@H:9]([CH2:14][OH:15])[CH2:10]1. The catalyst class is: 7. (2) The catalyst class is: 1. Product: [CH3:24][O:25][CH2:26][C@H:18]1[C:17](=[O:23])[N:16]2[C@H:20]([CH2:21][O:22][C@@H:15]2[C:9]2[CH:10]=[CH:11][CH:12]=[CH:13][CH:14]=2)[CH2:19]1. Reactant: C([N-]C(C)C)(C)C.[Li+].[C:9]1([C@H:15]2[O:22][CH2:21][C@H:20]3[N:16]2[C:17](=[O:23])[CH2:18][CH2:19]3)[CH:14]=[CH:13][CH:12]=[CH:11][CH:10]=1.[CH3:24][O:25][CH2:26]Cl.[Cl-].[NH4+]. (3) Reactant: C(N(CC)CC)C.[CH2:8]([OH:12])[C@@H:9]([OH:11])[CH3:10].[C:13]1([CH3:23])[CH:18]=[CH:17][C:16]([S:19](Cl)(=[O:21])=[O:20])=[CH:15][CH:14]=1. The catalyst class is: 2. Product: [OH:11][C@@H:9]([CH3:10])[CH2:8][O:12][S:19]([C:16]1[CH:17]=[CH:18][C:13]([CH3:23])=[CH:14][CH:15]=1)(=[O:21])=[O:20]. (4) Reactant: [C:1]([O:5][C:6](=[O:19])[CH2:7][O:8][C:9]1[CH:14]=[CH:13][CH:12]=[C:11]([OH:15])[C:10]=1[C:16](=O)[CH3:17])([CH3:4])([CH3:3])[CH3:2].C(=O)([O-])[O-].[K+].[K+].O. Product: [C:1]([O:5][C:6]([C:7]1[O:8][C:9]2[CH:14]=[CH:13][CH:12]=[C:11]([OH:15])[C:10]=2[C:16]=1[CH3:17])=[O:19])([CH3:4])([CH3:3])[CH3:2]. The catalyst class is: 3. (5) Reactant: C[O:2][C:3](=[O:20])[CH2:4][N:5]1[C:9](=[O:10])[N:8]([CH2:11][C:12]2[CH:17]=[CH:16][CH:15]=[CH:14][C:13]=2[F:18])[C:7]([Br:19])=[N:6]1.[OH-].[Li+]. Product: [Br:19][C:7]1[N:8]([CH2:11][C:12]2[CH:17]=[CH:16][CH:15]=[CH:14][C:13]=2[F:18])[C:9](=[O:10])[N:5]([CH2:4][C:3]([OH:20])=[O:2])[N:6]=1. The catalyst class is: 5. (6) Reactant: [CH2:1]([C:11](=[CH2:15])[C:12]([NH2:14])=[O:13])[CH2:2][CH2:3][CH2:4][CH2:5][CH2:6][CH2:7][CH2:8][CH2:9][CH3:10].[C:16]([NH2:20])(=[O:19])[CH:17]=[CH2:18]. Product: [CH2:1]([C:11](=[CH2:15])[C:12]([NH2:14])=[O:13])[CH2:2][CH2:3][CH2:4][CH2:5][CH2:6][CH2:7][CH2:8][CH2:9][CH3:10].[C:16]([NH2:20])(=[O:19])[CH:17]=[CH2:18]. The catalyst class is: 32.